Task: Predict the product of the given reaction.. Dataset: Forward reaction prediction with 1.9M reactions from USPTO patents (1976-2016) (1) Given the reactants [C:1]([NH:8][C@H:9]([C:13]([OH:15])=[O:14])[CH2:10][CH2:11][OH:12])([O:3][C:4]([CH3:7])([CH3:6])[CH3:5])=[O:2].[H-].[Na+].[Br:18][C:19]1[CH:26]=[CH:25][C:22]([CH2:23]Br)=[CH:21][CH:20]=1, predict the reaction product. The product is: [Br:18][C:19]1[CH:26]=[CH:25][C:22]([CH2:23][O:12][CH2:11][CH2:10][C@@H:9]([C:13]([OH:15])=[O:14])[NH:8][C:1]([O:3][C:4]([CH3:7])([CH3:6])[CH3:5])=[O:2])=[CH:21][CH:20]=1. (2) The product is: [C:1]([O:5][C:6](=[O:42])[N:7]([CH2:8][CH2:9][N:10]1[C:19]2[C:14]([C:15](=[O:21])[NH:16][C:17](=[O:20])[N:18]=2)=[N:13][C:12]2[CH:22]=[C:23]([CH3:27])[C:24]([CH3:26])=[CH:25][C:11]1=2)[CH2:28][CH2:29][CH2:30][C:31](=[O:41])[NH:32][OH:33])([CH3:3])([CH3:2])[CH3:4]. Given the reactants [C:1]([O:5][C:6](=[O:42])[N:7]([CH2:28][CH2:29][CH2:30][C:31](=[O:41])[NH:32][O:33]CC1C=CC=CC=1)[CH2:8][CH2:9][N:10]1[C:19]2[C:14]([C:15](=[O:21])[NH:16][C:17](=[O:20])[N:18]=2)=[N:13][C:12]2[CH:22]=[C:23]([CH3:27])[C:24]([CH3:26])=[CH:25][C:11]1=2)([CH3:4])([CH3:3])[CH3:2], predict the reaction product.